Dataset: Reaction yield outcomes from USPTO patents with 853,638 reactions. Task: Predict the reaction yield, written as a fraction of the theoretical maximum amount of product (1.0 means a 100% yield; for example, 0.34 means a 34% yield). (1) The reactants are F[C:2]1[CH:9]=[CH:8][C:5]([C:6]#[N:7])=[CH:4][CH:3]=1.[OH:10][C:11]1[CH:18]=[CH:17][C:14]([CH:15]=[O:16])=[CH:13][CH:12]=1.C(=O)([O-])[O-].[K+].[K+]. The catalyst is CC(N(C)C)=O. The product is [CH:15]([C:14]1[CH:17]=[CH:18][C:11]([O:10][C:2]2[CH:9]=[CH:8][C:5]([C:6]#[N:7])=[CH:4][CH:3]=2)=[CH:12][CH:13]=1)=[O:16]. The yield is 0.490. (2) The reactants are [NH2:1][C:2]1[CH:3]=[CH:4][C:5]2[S:10][CH2:9][C:8](=[O:11])[NH:7][C:6]=2[CH:12]=1.[C:13]([Si:17]([CH3:25])([CH3:24])[O:18][CH2:19][CH2:20][C@@H:21]1[CH2:23][O:22]1)([CH3:16])([CH3:15])[CH3:14]. The yield is 0.830. The catalyst is CCO.O. The product is [C:13]([Si:17]([CH3:25])([CH3:24])[O:18][CH2:19][CH2:20][C@@H:21]([OH:22])[CH2:23][NH:1][C:2]1[CH:3]=[CH:4][C:5]2[S:10][CH2:9][C:8](=[O:11])[NH:7][C:6]=2[CH:12]=1)([CH3:14])([CH3:16])[CH3:15].